Dataset: Reaction yield outcomes from USPTO patents with 853,638 reactions. Task: Predict the reaction yield, written as a fraction of the theoretical maximum amount of product (1.0 means a 100% yield; for example, 0.34 means a 34% yield). (1) The reactants are [NH2:1][C:2]1[C:3]2[N:4]([C:14]([CH3:18])=[C:15]([CH3:17])[N:16]=2)[CH:5]=[C:6]([C:8]([O:10][CH:11]([CH3:13])[CH3:12])=[O:9])[CH:7]=1.[Na+].[I-].C([O-])([O-])=O.[K+].[K+].[CH3:27][C:28]1[CH:35]=[CH:34][CH:33]=[C:32]([CH3:36])[C:29]=1[CH2:30]Cl. The catalyst is C(O)(C)C.O. The product is [CH3:27][C:28]1[CH:35]=[CH:34][CH:33]=[C:32]([CH3:36])[C:29]=1[CH2:30][NH:1][C:2]1[C:3]2[N:4]([C:14]([CH3:18])=[C:15]([CH3:17])[N:16]=2)[CH:5]=[C:6]([C:8]([O:10][CH:11]([CH3:13])[CH3:12])=[O:9])[CH:7]=1. The yield is 0.900. (2) The reactants are Cl[Si:2]([CH:5]1[C:13]2[C:8](=[CH:9][CH:10]=[CH:11][CH:12]=2)[CH:7]=[C:6]1[CH:14]1[CH2:16][CH2:15]1)([CH3:4])[CH3:3].[C:17]([NH2:21])([CH3:20])([CH3:19])[CH3:18]. The catalyst is C1COCC1. The product is [C:17]([NH:21][Si:2]([CH:5]1[C:13]2[C:8](=[CH:9][CH:10]=[CH:11][CH:12]=2)[CH:7]=[C:6]1[CH:14]1[CH2:16][CH2:15]1)([CH3:4])[CH3:3])([CH3:20])([CH3:19])[CH3:18]. The yield is 0.790. (3) The catalyst is C(OCC)(=O)C.C(O)C. The yield is 0.720. The product is [CH3:54][CH:53]([CH3:55])[C@H:49]([NH:48][C:46](=[O:47])[O:45][CH3:44])[C:31](=[O:32])[N:27]1[CH2:28][CH2:29][CH2:30][C@H:26]1[C:24]1[NH:25][C:21]2[CH:20]=[CH:19][C:18]3[C:38](=[CH:39][CH:40]=[C:41]4[C:12]5[CH:11]=[CH:10][C:9]([B:4]6[O:3][C:2]([CH3:42])([CH3:1])[C:6]([CH3:7])([CH3:8])[O:5]6)=[CH:14][C:13]=5[CH2:15][O:16][C:17]4=3)[C:22]=2[N:23]=1. The reactants are [CH3:1][C:2]1([CH3:42])[C:6]([CH3:8])([CH3:7])[O:5][B:4]([C:9]2[CH:10]=[CH:11][C:12]3[C:41]4[C:17](=[C:18]5[C:38](=[CH:39][CH:40]=4)[C:22]4[N:23]=[C:24]([C@@H:26]6[CH2:30][CH2:29][CH2:28][N:27]6[C:31](OC(C)(C)C)=[O:32])[NH:25][C:21]=4[CH:20]=[CH:19]5)[O:16][CH2:15][C:13]=3[CH:14]=2)[O:3]1.Cl.[CH3:44][O:45][C:46]([NH:48][C@@H:49]([CH:53]([CH3:55])[CH3:54])C(O)=O)=[O:47].CN(C(ON1N=NC2C=CC=NC1=2)=[N+](C)C)C.F[P-](F)(F)(F)(F)F.C(N(C(C)C)CC)(C)C. (4) The reactants are [Cl:1][C:2]1[CH:11]=[C:10](N)[C:9]2[C:4](=[CH:5][CH:6]=[C:7]([O:13][CH3:14])[CH:8]=2)[N:3]=1.N([O-])=O.[Na+].C1C=CN=CC=1.[FH:25]. No catalyst specified. The product is [Cl:1][C:2]1[CH:11]=[C:10]([F:25])[C:9]2[C:4](=[CH:5][CH:6]=[C:7]([O:13][CH3:14])[CH:8]=2)[N:3]=1. The yield is 0.400. (5) The reactants are [CH3:1][O:2][C:3]1[C:4](=[O:28])[C:5]([C:24]([O:26]C)=[O:25])=[N:6][N:7]([C:9]2[C:22]([F:23])=[CH:21][C:12]3[O:13][C:14]([F:20])([F:19])[C:15]([F:18])([F:17])[O:16][C:11]=3[CH:10]=2)[CH:8]=1.[OH-].[Na+].Cl. The catalyst is CO. The product is [CH3:1][O:2][C:3]1[C:4](=[O:28])[C:5]([C:24]([OH:26])=[O:25])=[N:6][N:7]([C:9]2[C:22]([F:23])=[CH:21][C:12]3[O:13][C:14]([F:20])([F:19])[C:15]([F:18])([F:17])[O:16][C:11]=3[CH:10]=2)[CH:8]=1. The yield is 0.940. (6) The reactants are [CH3:1][O:2][C:3]1[C:8]2[N:9]=[C:10]([NH:12][C:13](=[O:23])[C:14]3[CH:19]=[CH:18][C:17]([CH2:20][NH:21][CH3:22])=[CH:16][CH:15]=3)[S:11][C:7]=2[C:6]([N:24]2[CH2:29][CH2:28][O:27][CH2:26][CH2:25]2)=[CH:5][CH:4]=1.[Cl:30][CH2:31][C:32](Cl)=[O:33]. No catalyst specified. The product is [Cl:30][CH2:31][C:32]([N:21]([CH2:20][C:17]1[CH:16]=[CH:15][C:14]([C:13]([NH:12][C:10]2[S:11][C:7]3[C:6]([N:24]4[CH2:25][CH2:26][O:27][CH2:28][CH2:29]4)=[CH:5][CH:4]=[C:3]([O:2][CH3:1])[C:8]=3[N:9]=2)=[O:23])=[CH:19][CH:18]=1)[CH3:22])=[O:33]. The yield is 0.510.